Dataset: Forward reaction prediction with 1.9M reactions from USPTO patents (1976-2016). Task: Predict the product of the given reaction. (1) Given the reactants [CH3:1][O:2][C:3]1[CH:8]=[CH:7][C:6]([C:9]2[N:13]([C:14]3[CH:19]=[CH:18][CH:17]=[CH:16][CH:15]=3)[N:12]=[C:11]([CH2:20][CH2:21][CH:22]=O)[CH:10]=2)=[CH:5][CH:4]=1.[F:24][C:25]1[CH:30]=[CH:29][CH:28]=[CH:27][C:26]=1[N:31]1[CH2:36][CH2:35][NH:34][CH2:33][CH2:32]1.CCN(C(C)C)C(C)C.[BH-](OC(C)=O)(OC(C)=O)OC(C)=O.[Na+], predict the reaction product. The product is: [F:24][C:25]1[CH:30]=[CH:29][CH:28]=[CH:27][C:26]=1[N:31]1[CH2:36][CH2:35][N:34]([CH2:22][CH2:21][CH2:20][C:11]2[CH:10]=[C:9]([C:6]3[CH:7]=[CH:8][C:3]([O:2][CH3:1])=[CH:4][CH:5]=3)[N:13]([C:14]3[CH:15]=[CH:16][CH:17]=[CH:18][CH:19]=3)[N:12]=2)[CH2:33][CH2:32]1. (2) Given the reactants [NH2:1][C@@H:2]([C:6]([OH:8])=[O:7])[C@H:3]([CH3:5])[OH:4].C([O-])(O)=O.[Na+].[CH:14]1([O:20][C:21](N2C=CC=CC2=O)=[O:22])[CH2:19][CH2:18][CH2:17][CH2:16][CH2:15]1, predict the reaction product. The product is: [CH:14]1([O:20][C:21]([NH:1][C@H:2]([C@@H:3]([OH:4])[CH3:5])[C:6]([OH:8])=[O:7])=[O:22])[CH2:19][CH2:18][CH2:17][CH2:16][CH2:15]1.